From a dataset of Full USPTO retrosynthesis dataset with 1.9M reactions from patents (1976-2016). Predict the reactants needed to synthesize the given product. (1) Given the product [Cl:9][C:5]1[CH:4]=[CH:3][C:2]([NH2:1])=[CH:7][C:6]=1[O:8][CH:11]([CH3:13])[CH3:12], predict the reactants needed to synthesize it. The reactants are: [NH2:1][C:2]1[CH:3]=[CH:4][C:5]([Cl:9])=[C:6]([OH:8])[CH:7]=1.Br[CH:11]([CH3:13])[CH3:12].C([O-])([O-])=O.[K+].[K+]. (2) Given the product [CH:1]1([CH2:8][C:9]([NH:11][C:12]2[CH:21]=[CH:20][CH:19]=[C:18]3[C:13]=2[CH:14]=[CH:15][N:16]([CH:23]([CH2:28][OH:29])[C:24]([NH2:30])=[O:26])[C:17]3=[O:22])=[O:10])[CH2:2][CH2:3][CH2:4][CH2:5][CH2:6][CH2:7]1, predict the reactants needed to synthesize it. The reactants are: [CH:1]1([CH2:8][C:9]([NH:11][C:12]2[CH:21]=[CH:20][CH:19]=[C:18]3[C:13]=2[CH:14]=[CH:15][N:16]([CH:23]([CH2:28][OH:29])[C:24]([O:26]C)=O)[C:17]3=[O:22])=[O:10])[CH2:7][CH2:6][CH2:5][CH2:4][CH2:3][CH2:2]1.[NH3:30]. (3) Given the product [C:1]([C:5]1[N:10]=[C:9]([Cl:11])[C:8]([C:12]([NH2:13])=[O:14])=[CH:7][CH:6]=1)([CH3:4])([CH3:2])[CH3:3], predict the reactants needed to synthesize it. The reactants are: [C:1]([C:5]1[N:10]=[C:9]([Cl:11])[C:8]([C:12]#[N:13])=[CH:7][CH:6]=1)([CH3:4])([CH3:3])[CH3:2].[OH-:14].[Na+].OO. (4) Given the product [F:1][C:2]1[CH:3]=[C:4]([C@@:9]23[O:17][CH2:16][O:15][C@@H:10]2[CH2:11][N:12]([C:23]([C:22]2[CH:26]=[CH:27][C:28]([O:29][CH2:30][CH2:31][O:32][C:33]([F:36])([F:35])[F:34])=[C:20]([O:19][CH3:18])[CH:21]=2)=[O:24])[CH2:13][CH2:14]3)[CH:5]=[C:6]([F:8])[CH:7]=1, predict the reactants needed to synthesize it. The reactants are: [F:1][C:2]1[CH:3]=[C:4]([C@@:9]23[O:17][CH2:16][O:15][C@@H:10]2[CH2:11][NH:12][CH2:13][CH2:14]3)[CH:5]=[C:6]([F:8])[CH:7]=1.[CH3:18][O:19][C:20]1[CH:21]=[C:22]([CH:26]=[CH:27][C:28]=1[O:29][CH2:30][CH2:31][O:32][C:33]([F:36])([F:35])[F:34])[C:23](O)=[O:24].CN(C(ON1N=NC2C=CC=NC1=2)=[N+](C)C)C.F[P-](F)(F)(F)(F)F.C(N(CC)CC)C.[Na+].[Cl-]. (5) Given the product [NH2:1][C:2]1[N:7]=[C:6]([N:8]2[C:12]3[CH:13]=[C:14]([C:32]#[C:31][C:29]([C:26]4[CH:25]=[CH:24][C:23]([Cl:22])=[CH:28][N:27]=4)([OH:33])[CH3:30])[CH:15]=[CH:16][C:11]=3[N:10]=[C:9]2[O:18][CH2:19][CH2:20][OH:21])[CH:5]=[CH:4][N:3]=1, predict the reactants needed to synthesize it. The reactants are: [NH2:1][C:2]1[N:7]=[C:6]([N:8]2[C:12]3[CH:13]=[C:14](Br)[CH:15]=[CH:16][C:11]=3[N:10]=[C:9]2[O:18][CH2:19][CH2:20][OH:21])[CH:5]=[CH:4][N:3]=1.[Cl:22][C:23]1[CH:24]=[CH:25][C:26]([C:29]([OH:33])([C:31]#[CH:32])[CH3:30])=[N:27][CH:28]=1.C(N(CC)CC)C. (6) Given the product [CH2:17]([O:16][P:12]([CH2:11][C:10]1[CH:20]=[CH:21][CH:22]=[CH:23][C:9]=1[C:32]1[N:37]=[C:36]([N:38]2[C:42]([C:43]([F:45])([F:44])[F:46])=[C:41]([C:47]([O:49][CH2:50][CH3:51])=[O:48])[CH:40]=[N:39]2)[CH:35]=[CH:34][CH:33]=1)([O:13][CH2:14][CH3:15])=[O:19])[CH3:18], predict the reactants needed to synthesize it. The reactants are: CC1(C)C(C)(C)OB([C:9]2[CH:23]=[CH:22][CH:21]=[CH:20][C:10]=2[CH2:11][P:12](=[O:19])([O:16][CH2:17][CH3:18])[O:13][CH2:14][CH3:15])O1.C(=O)([O-])[O-].[Na+].[Na+].Cl[C:32]1[N:37]=[C:36]([N:38]2[C:42]([C:43]([F:46])([F:45])[F:44])=[C:41]([C:47]([O:49][CH2:50][CH3:51])=[O:48])[CH:40]=[N:39]2)[CH:35]=[CH:34][CH:33]=1. (7) Given the product [NH2:1][CH2:2][CH2:3][NH:4][CH2:5][CH2:6][NH:7][CH2:8][CH2:9][NH2:10].[CH2:12]1[O:13][CH2:11]1.[NH2:1][CH2:2][CH2:3][NH:4][CH2:5][CH2:6][NH:7][CH2:8][CH2:9][NH2:10], predict the reactants needed to synthesize it. The reactants are: [NH2:1][CH2:2][CH2:3][NH:4][CH2:5][CH2:6][NH:7][CH2:8][CH2:9][NH2:10].[CH2:11]1[O:13][CH2:12]1.C(OCC1OC1)C=C.